Dataset: Full USPTO retrosynthesis dataset with 1.9M reactions from patents (1976-2016). Task: Predict the reactants needed to synthesize the given product. (1) Given the product [C:85]([C:87]1[CH:88]=[C:89]([C:31]2[CH:32]=[CH:33][C:28]([C:8]3[N:9]([CH2:19][C:20]([N:22]4[CH2:23][CH2:24][O:25][CH2:26][CH2:27]4)=[O:21])[C:10]4[C:15]([C:7]=3[CH:1]3[CH2:2][CH2:3][CH2:4][CH2:5][CH2:6]3)=[CH:14][CH:13]=[C:12]([C:16]([OH:18])=[O:17])[CH:11]=4)=[CH:29][CH:30]=2)[CH:90]=[CH:91][CH:92]=1)#[N:86], predict the reactants needed to synthesize it. The reactants are: [CH:1]1([C:7]2[C:15]3[C:10](=[CH:11][C:12]([C:16]([OH:18])=[O:17])=[CH:13][CH:14]=3)[N:9]([CH2:19][C:20]([N:22]3[CH2:27][CH2:26][O:25][CH2:24][CH2:23]3)=[O:21])[C:8]=2[C:28]2[CH:33]=[CH:32][C:31](C3C=CC(N(C)C)=CC=3)=[CH:30][CH:29]=2)[CH2:6][CH2:5][CH2:4][CH2:3][CH2:2]1.COC(C1C=C2C(C(C3CCCCC3)=C(C3C=CC(OS(C(F)(F)F)(=O)=O)=CC=3)N2CC(N2CCOCC2)=O)=CC=1)=O.[C:85]([C:87]1[CH:88]=[C:89](B(O)O)[CH:90]=[CH:91][CH:92]=1)#[N:86]. (2) Given the product [CH3:29][O:28][C:26](=[O:27])[CH2:25][C@@H:24]([C:30]1[CH:35]=[CH:34][CH:33]=[CH:32][C:31]=1[Cl:36])[NH:23][C:5]1[O:6][C:7]([CH3:8])([CH3:9])[C:2]([CH3:1])([CH3:22])[S:3](=[O:20])(=[O:21])[N:4]=1, predict the reactants needed to synthesize it. The reactants are: [CH3:1][C:2]1([CH3:22])[C:7]([CH3:9])([CH3:8])[O:6][C:5](OC2C=CC([N+]([O-])=O)=CC=2)=[N:4][S:3]1(=[O:21])=[O:20].[NH2:23][C@H:24]([C:30]1[CH:35]=[CH:34][CH:33]=[CH:32][C:31]=1[Cl:36])[CH2:25][C:26]([O:28][CH3:29])=[O:27]. (3) Given the product [CH2:1]([O:3][C:4]([C:6]1[NH:7][C:8]2[C:13]([C:14]=1[CH2:15][C:17]1[C:26]3[C:21](=[CH:22][CH:23]=[CH:24][CH:25]=3)[CH:20]=[CH:19][CH:18]=1)=[CH:12][CH:11]=[CH:10][CH:9]=2)=[O:5])[CH3:2], predict the reactants needed to synthesize it. The reactants are: [CH2:1]([O:3][C:4]([C:6]1[NH:7][C:8]2[C:13]([C:14]=1[C:15]([C:17]1[C:26]3[C:21](=[CH:22][CH:23]=[CH:24][CH:25]=3)[CH:20]=[CH:19][CH:18]=1)=O)=[CH:12][CH:11]=[CH:10][CH:9]=2)=[O:5])[CH3:2].C([SiH](CC)CC)C. (4) Given the product [NH2:11][C@@H:12]([CH2:15][C:16]1[CH:17]=[CH:18][CH:19]=[CH:20][CH:21]=1)[CH2:13][O:14][C:36]([NH:22][C:23]1[C:24]([OH:34])=[C:25]([S:30]([OH:33])(=[O:32])=[O:31])[CH:26]=[C:27]([Cl:29])[CH:28]=1)=[O:38], predict the reactants needed to synthesize it. The reactants are: C(OC([NH:11][C@@H:12]([CH2:15][C:16]1[CH:21]=[CH:20][CH:19]=[CH:18][CH:17]=1)[CH2:13][OH:14])=O)C1C=CC=CC=1.[NH2:22][C:23]1[C:24]([OH:34])=[C:25]([S:30]([OH:33])(=[O:32])=[O:31])[CH:26]=[C:27]([Cl:29])[CH:28]=1.Cl[C:36](Cl)([O:38]C(=O)OC(Cl)(Cl)Cl)Cl.N1C=CC=CC=1. (5) Given the product [Cl:52][C:32]1[C:33]([CH:35]([S:44][C:45]2[CH:50]=[CH:49][C:48]([Cl:51])=[CH:47][CH:46]=2)[C:36]2[CH:41]=[C:40]([F:42])[CH:39]=[CH:38][C:37]=2[F:43])=[CH:34][C:29]([CH2:28][C:7]#[N:11])=[N:30][CH:31]=1, predict the reactants needed to synthesize it. The reactants are: O1CCCC1.[F-].[CH2:7]([N+:11](CCCC)(CCCC)CCCC)CCC.C(#N)C.Br[CH2:28][C:29]1[CH:34]=[C:33]([CH:35]([S:44][C:45]2[CH:50]=[CH:49][C:48]([Cl:51])=[CH:47][CH:46]=2)[C:36]2[CH:41]=[C:40]([F:42])[CH:39]=[CH:38][C:37]=2[F:43])[C:32]([Cl:52])=[CH:31][N:30]=1. (6) Given the product [CH3:34][O:33][C:3]1[CH:4]=[C:5]2[C:10](=[CH:11][C:2]=1[O:1][CH2:43][CH2:42][CH2:41][N:35]1[CH2:40][CH2:39][O:38][CH2:37][CH2:36]1)[N:9]=[CH:8][N:7]=[C:6]2[NH:12][C:13]1[CH:14]=[C:15]([NH:20][C:21](=[O:32])[C:22]2[CH:27]=[CH:26][CH:25]=[C:24]([C:28]([F:31])([F:29])[F:30])[CH:23]=2)[CH:16]=[CH:17][C:18]=1[CH3:19], predict the reactants needed to synthesize it. The reactants are: [OH:1][C:2]1[CH:11]=[C:10]2[C:5]([C:6]([NH:12][C:13]3[CH:14]=[C:15]([NH:20][C:21](=[O:32])[C:22]4[CH:27]=[CH:26][CH:25]=[C:24]([C:28]([F:31])([F:30])[F:29])[CH:23]=4)[CH:16]=[CH:17][C:18]=3[CH3:19])=[N:7][CH:8]=[N:9]2)=[CH:4][C:3]=1[O:33][CH3:34].[N:35]1([CH2:41][CH2:42][CH2:43]O)[CH2:40][CH2:39][O:38][CH2:37][CH2:36]1.C1C=CC(P(C2C=CC=CC=2)C2C=CC=CC=2)=CC=1.CC(OC(/N=N/C(OC(C)C)=O)=O)C. (7) Given the product [CH2:23]([N:8]([CH2:1][C:2]1[CH:7]=[CH:6][CH:5]=[CH:4][CH:3]=1)[C:9]1[CH:14]=[CH:13][CH:12]=[C:11]([N+:15]([O-:17])=[O:16])[C:10]=1[CH:18]=[O:19])[C:24]1[CH:25]=[CH:26][CH:27]=[CH:28][CH:29]=1, predict the reactants needed to synthesize it. The reactants are: [CH2:1]([N:8]([CH2:23][C:24]1[CH:29]=[CH:28][CH:27]=[CH:26][CH:25]=1)[C:9]1[CH:14]=[CH:13][CH:12]=[C:11]([N+:15]([O-:17])=[O:16])[C:10]=1[CH:18]1OCC[O:19]1)[C:2]1[CH:7]=[CH:6][CH:5]=[CH:4][CH:3]=1.S(=O)(=O)(O)O. (8) Given the product [CH2:1]([O:8][C:9]([NH:11][C:12]1([C:18]([O:20][CH2:21][CH3:22])=[O:19])[CH2:23][C:24](=[O:28])[NH:25][C:13]1=[O:14])=[O:10])[C:2]1[CH:7]=[CH:6][CH:5]=[CH:4][CH:3]=1, predict the reactants needed to synthesize it. The reactants are: [CH2:1]([O:8][C:9]([NH:11][C:12]([CH2:23][C:24]#[N:25])([C:18]([O:20][CH2:21][CH3:22])=[O:19])[C:13](OCC)=[O:14])=[O:10])[C:2]1[CH:7]=[CH:6][CH:5]=[CH:4][CH:3]=1.C(N)(=[O:28])C.CN(CCN(C)C)C.C(=O)([O-])[O-].[Na+].[Na+].Cl.